From a dataset of Forward reaction prediction with 1.9M reactions from USPTO patents (1976-2016). Predict the product of the given reaction. (1) Given the reactants C([O:8][C:9]1[C:10]([O:36][CH3:37])=[CH:11][C:12]2[CH2:21][CH2:20][N:19]3[CH:14]([CH2:15][C:16]4[C:25]([Cl:26])=[CH:24][C:23]([O:27][CH3:28])=[C:22]([O:29][C:30]([O:32][CH2:33][CH3:34])=[O:31])[C:17]=4[CH2:18]3)[C:13]=2[CH:35]=1)C1C=CC=CC=1, predict the reaction product. The product is: [OH:8][C:9]1[C:10]([O:36][CH3:37])=[CH:11][C:12]2[CH2:21][CH2:20][N:19]3[CH:14]([CH2:15][C:16]4[C:25]([Cl:26])=[CH:24][C:23]([O:27][CH3:28])=[C:22]([O:29][C:30]([O:32][CH2:33][CH3:34])=[O:31])[C:17]=4[CH2:18]3)[C:13]=2[CH:35]=1. (2) Given the reactants [F:1][C:2]1[CH:7]=[CH:6][CH:5]=[C:4]([F:8])[C:3]=1[CH2:9][CH2:10][CH2:11]O.S(Br)([Br:15])=O, predict the reaction product. The product is: [Br:15][CH2:11][CH2:10][CH2:9][C:3]1[C:2]([F:1])=[CH:7][CH:6]=[CH:5][C:4]=1[F:8].